Dataset: Forward reaction prediction with 1.9M reactions from USPTO patents (1976-2016). Task: Predict the product of the given reaction. Given the reactants [CH3:1][C@:2]12[C@@:19]3([CH3:20])[C@@H:10]([C@:11]4([CH3:31])[C@@H:16]([CH2:17][CH2:18]3)[C:15]([CH3:22])([CH3:21])[C:14]([O:23][S:24]([C:27]([F:30])([F:29])[F:28])(=[O:26])=[O:25])=[CH:13][CH2:12]4)[CH2:9][CH2:8][C@@H:7]1[C@H:6]1[C@H:32]([C:35]([CH3:37])=[CH2:36])[CH2:33][CH2:34][C@:5]1([C:38]([O:40]CC1C=CC=CC=1)=[O:39])[CH2:4][CH2:3]2, predict the reaction product. The product is: [CH3:1][C@:2]12[C@@:19]3([CH3:20])[C@@H:10]([C@:11]4([CH3:31])[C@@H:16]([CH2:17][CH2:18]3)[C:15]([CH3:21])([CH3:22])[C:14]([O:23][S:24]([C:27]([F:30])([F:28])[F:29])(=[O:26])=[O:25])=[CH:13][CH2:12]4)[CH2:9][CH2:8][C@@H:7]1[C@H:6]1[C@H:32]([C:35]([CH3:37])=[CH2:36])[CH2:33][CH2:34][C@:5]1([C:38]([OH:40])=[O:39])[CH2:4][CH2:3]2.